From a dataset of Reaction yield outcomes from USPTO patents with 853,638 reactions. Predict the reaction yield, written as a fraction of the theoretical maximum amount of product (1.0 means a 100% yield; for example, 0.34 means a 34% yield). (1) The reactants are [ClH:1].[OH:2][C:3]([C:34]1[CH:39]=[CH:38][CH:37]=[CH:36][CH:35]=1)([C:28]1[CH:33]=[CH:32][CH:31]=[CH:30][CH:29]=1)[CH:4]1[CH2:9][CH2:8][N:7]([CH2:10][CH2:11][CH2:12][C:13]([C:15]2[CH:20]=[CH:19][C:18]([C:21]([CH3:27])([CH3:26])[C:22]([O:24][CH3:25])=[O:23])=[CH:17][CH:16]=2)=[O:14])[CH2:6][CH2:5]1.[BH4-].[Na+].[OH-].[Na+].Cl. The catalyst is CO. The product is [ClH:1].[OH:2][C:3]([C:28]1[CH:33]=[CH:32][CH:31]=[CH:30][CH:29]=1)([C:34]1[CH:39]=[CH:38][CH:37]=[CH:36][CH:35]=1)[CH:4]1[CH2:9][CH2:8][N:7]([CH2:10][CH2:11][CH2:12][CH:13]([C:15]2[CH:20]=[CH:19][C:18]([C:21]([CH3:27])([CH3:26])[C:22]([O:24][CH3:25])=[O:23])=[CH:17][CH:16]=2)[OH:14])[CH2:6][CH2:5]1. The yield is 0.940. (2) The reactants are [NH2:1][C:2]1[CH:7]=[CH:6][C:5]([CH2:8][CH2:9][CH2:10][CH2:11][C:12]2[CH:17]=[CH:16][C:15]([CH2:18][C:19]([O:21][CH3:22])=[O:20])=[CH:14][CH:13]=2)=[CH:4][CH:3]=1.[CH3:23][N:24]1[CH2:29][CH2:28][CH:27]([C:30](O)=[O:31])[CH2:26][CH2:25]1.CCN(CC)CC.C1C=CC2N(O)N=NC=2C=1. The catalyst is CN(C=O)C.C(Cl)CCl. The product is [CH3:23][N:24]1[CH2:29][CH2:28][CH:27]([C:30]([NH:1][C:2]2[CH:7]=[CH:6][C:5]([CH2:8][CH2:9][CH2:10][CH2:11][C:12]3[CH:13]=[CH:14][C:15]([CH2:18][C:19]([O:21][CH3:22])=[O:20])=[CH:16][CH:17]=3)=[CH:4][CH:3]=2)=[O:31])[CH2:26][CH2:25]1. The yield is 0.680.